From a dataset of Forward reaction prediction with 1.9M reactions from USPTO patents (1976-2016). Predict the product of the given reaction. (1) Given the reactants [CH:1]1([C:7]2[CH:20]=[CH:19][C:10]([O:11][CH2:12][C@H:13]3[O:17][C:16]([NH2:18])=[N:15][CH2:14]3)=[CH:9][CH:8]=2)[CH2:6][CH2:5][CH2:4][CH2:3][CH2:2]1.C1O[C@H]1CCl.C1(C2C=CC(O)=CC=2)CCCCC1.[CH2:39]([C:41](=[CH2:47])[C:42](OCC)=[O:43])[CH3:40], predict the reaction product. The product is: [CH:1]1([C:7]2[CH:20]=[CH:19][C:10]([O:11][CH2:12][C@H:13]3[O:17][C:16]4=[N:18][C:42](=[O:43])[C@H:41]([CH2:39][CH3:40])[CH2:47][N:15]4[CH2:14]3)=[CH:9][CH:8]=2)[CH2:2][CH2:3][CH2:4][CH2:5][CH2:6]1.[CH:1]1([C:7]2[CH:20]=[CH:19][C:10]([O:11][CH2:12][C@H:13]3[O:17][C:16]4=[N:18][C:42](=[O:43])[C@@H:41]([CH2:39][CH3:40])[CH2:47][N:15]4[CH2:14]3)=[CH:9][CH:8]=2)[CH2:2][CH2:3][CH2:4][CH2:5][CH2:6]1. (2) Given the reactants [S:1]([C:5]1[S:6][C:7]2[CH:13]=[C:12]([O:14][CH2:15][C:16]3[N:17]=[N:18][N:19]([CH2:21][C:22]([N:24]([CH2:36][C:37]([O:39]CC)=[O:38])[CH2:25][C:26]4[CH:31]=[CH:30][C:29]([C:32]([F:35])([F:34])[F:33])=[CH:28][CH:27]=4)=[O:23])[CH:20]=3)[CH:11]=[CH:10][C:8]=2[N:9]=1)(=[O:4])(=[O:3])[NH2:2].[Li+].[OH-], predict the reaction product. The product is: [S:1]([C:5]1[S:6][C:7]2[CH:13]=[C:12]([O:14][CH2:15][C:16]3[N:17]=[N:18][N:19]([CH2:21][C:22]([N:24]([CH2:36][C:37]([OH:39])=[O:38])[CH2:25][C:26]4[CH:27]=[CH:28][C:29]([C:32]([F:34])([F:35])[F:33])=[CH:30][CH:31]=4)=[O:23])[CH:20]=3)[CH:11]=[CH:10][C:8]=2[N:9]=1)(=[O:3])(=[O:4])[NH2:2]. (3) Given the reactants [Br:1][C:2]1[CH:3]=[C:4]2[C:9](=[CH:10][CH:11]=1)[O:8][CH2:7][CH2:6][CH:5]2[NH2:12].[C:13](O[C:13]([O:15][C:16]([CH3:19])([CH3:18])[CH3:17])=[O:14])([O:15][C:16]([CH3:19])([CH3:18])[CH3:17])=[O:14].C([O-])(O)=O.[Na+], predict the reaction product. The product is: [C:16]([O:15][C:13](=[O:14])[NH:12][CH:5]1[C:4]2[C:9](=[CH:10][CH:11]=[C:2]([Br:1])[CH:3]=2)[O:8][CH2:7][CH2:6]1)([CH3:19])([CH3:18])[CH3:17]. (4) Given the reactants [F:1][C:2]([F:26])([F:25])[C:3]1[CH:7]=[CH:6][N:5]([CH2:8][C:9]([N:11]2[CH2:16][CH2:15][CH:14]([C:17]3[S:18][CH:19]=[C:20]([C:22]([OH:24])=[O:23])[N:21]=3)[CH2:13][CH2:12]2)=[O:10])[N:4]=1.[CH3:27][C:28]([CH3:33])([CH3:32])[CH2:29][CH2:30]O, predict the reaction product. The product is: [F:26][C:2]([F:1])([F:25])[C:3]1[CH:7]=[CH:6][N:5]([CH2:8][C:9]([N:11]2[CH2:16][CH2:15][CH:14]([C:17]3[S:18][CH:19]=[C:20]([C:22]([O:24][CH2:30][CH2:29][C:28]([CH3:33])([CH3:32])[CH3:27])=[O:23])[N:21]=3)[CH2:13][CH2:12]2)=[O:10])[N:4]=1.